Dataset: Full USPTO retrosynthesis dataset with 1.9M reactions from patents (1976-2016). Task: Predict the reactants needed to synthesize the given product. (1) The reactants are: [NH2:1][C:2]1[C:11]2[C:6](=[N:7][CH:8]=[C:9]([C:12]#[C:13][CH2:14][OH:15])[CH:10]=2)[N:5]([O:16][CH2:17][C:18]2[CH:23]=[CH:22][CH:21]=[CH:20][CH:19]=2)[C:4](=[O:24])[C:3]=1[C:25]([NH:27][CH2:28][C:29]1[CH:34]=[CH:33][C:32]([F:35])=[CH:31][C:30]=1[F:36])=[O:26].[C:37](OC(=O)C)(=[O:39])[CH3:38]. Given the product [C:37]([O:15][CH2:14][C:13]#[C:12][C:9]1[CH:8]=[N:7][C:6]2[N:5]([O:16][CH2:17][C:18]3[CH:19]=[CH:20][CH:21]=[CH:22][CH:23]=3)[C:4](=[O:24])[C:3]([C:25](=[O:26])[NH:27][CH2:28][C:29]3[CH:34]=[CH:33][C:32]([F:35])=[CH:31][C:30]=3[F:36])=[C:2]([NH2:1])[C:11]=2[CH:10]=1)(=[O:39])[CH3:38], predict the reactants needed to synthesize it. (2) Given the product [F:48][C:49]1[CH:56]=[CH:55][C:52](/[CH:53]=[CH:13]\[C:14]([O:16][CH3:17])=[O:15])=[CH:51][CH:50]=1, predict the reactants needed to synthesize it. The reactants are: FC(F)(F)COP([CH2:13][C:14]([O:16][CH3:17])=[O:15])(OCC(F)(F)F)=O.C1OCCOCCOCCOCCOCCOC1.C[Si]([N-][Si](C)(C)C)(C)C.[K+].[F:48][C:49]1[CH:56]=[CH:55][C:52]([CH:53]=O)=[CH:51][CH:50]=1.